From a dataset of Full USPTO retrosynthesis dataset with 1.9M reactions from patents (1976-2016). Predict the reactants needed to synthesize the given product. (1) Given the product [Cl:1][C:2]1[CH:3]=[C:4]([C:8]2[N:9]([CH2:19][C:20]3[CH:25]=[C:24]([Cl:26])[CH:23]=[CH:22][C:21]=3[Cl:27])[C:10]([C:15]([O:17][CH3:18])=[O:16])=[C:11]([C:13]#[CH:28])[N:12]=2)[CH:5]=[N:6][CH:7]=1, predict the reactants needed to synthesize it. The reactants are: [Cl:1][C:2]1[CH:3]=[C:4]([C:8]2[N:9]([CH2:19][C:20]3[CH:25]=[C:24]([Cl:26])[CH:23]=[CH:22][C:21]=3[Cl:27])[C:10]([C:15]([O:17][CH3:18])=[O:16])=[C:11]([CH:13]=O)[N:12]=2)[CH:5]=[N:6][CH:7]=1.[C:28](=O)([O-])[O-].[K+].[K+].[N+](=C(P(=O)(OC)OC)C(=O)C)=[N-].O. (2) Given the product [Br:3][C:4]1[CH:8]=[N:7][N:6]([CH3:9])[C:5]=1[C:10]1[CH:11]=[C:12]([NH:18][C:19]([NH:46][C:40]2[CH:41]=[CH:42][C:43]([F:45])=[CH:44][C:39]=2[F:38])=[O:21])[CH:13]=[CH:14][C:15]=1[O:16][CH3:17], predict the reactants needed to synthesize it. The reactants are: [OH-].[Na+].[Br:3][C:4]1[CH:8]=[N:7][N:6]([CH3:9])[C:5]=1[C:10]1[CH:11]=[C:12]([NH:18][C:19](=[O:21])C)[CH:13]=[CH:14][C:15]=1[O:16][CH3:17].BrC1C=NN(C)C=1C1C=C(N)C=CC=1OC.[F:38][C:39]1[CH:44]=[C:43]([F:45])[CH:42]=[CH:41][C:40]=1[N:46]=C=O. (3) The reactants are: [C:1]([O:4][CH2:5][C@@H:6]1[C@@H:13]2[C@@H:9]([O:10][C:11]([CH3:15])([CH3:14])[O:12]2)[C@H:8]([N:16]2[CH:24]=[N:23][C:22]3[C:17]2=[N:18][CH:19]=[N:20][C:21]=3Cl)[CH2:7]1)(=[O:3])[CH3:2].[Br-].[CH2:27]([Zn+])[CH:28]([CH3:30])[CH3:29]. Given the product [C:1]([O:4][CH2:5][C@@H:6]1[C@@H:13]2[C@@H:9]([O:10][C:11]([CH3:15])([CH3:14])[O:12]2)[C@H:8]([N:16]2[CH:24]=[N:23][C:22]3[C:17]2=[N:18][CH:19]=[N:20][C:21]=3[CH2:27][CH:28]([CH3:30])[CH3:29])[CH2:7]1)(=[O:3])[CH3:2], predict the reactants needed to synthesize it. (4) Given the product [Br:1][C:2]1[N:3]=[C:4]([CH:33]=[O:34])[N:5]([C:7]([C:14]2[CH:15]=[CH:16][CH:17]=[CH:18][CH:19]=2)([C:8]2[CH:9]=[CH:10][CH:11]=[CH:12][CH:13]=2)[C:20]2[CH:25]=[CH:24][CH:23]=[CH:22][CH:21]=2)[CH:6]=1, predict the reactants needed to synthesize it. The reactants are: [Br:1][C:2]1[N:3]=[CH:4][N:5]([C:7]([C:20]2[CH:25]=[CH:24][CH:23]=[CH:22][CH:21]=2)([C:14]2[CH:19]=[CH:18][CH:17]=[CH:16][CH:15]=2)[C:8]2[CH:13]=[CH:12][CH:11]=[CH:10][CH:9]=2)[CH:6]=1.C([Li])CCC.CN(C)[CH:33]=[O:34]. (5) Given the product [CH3:21][N:2]([CH3:1])[CH2:3][CH2:4][CH2:5][O:6][C:7]([N:9]1[C:15]2[CH:16]=[CH:17][C:18]([NH:20][C:23]3[N:28]=[C:27]([NH:29][C:30]4[C:31]([C:32](=[O:33])[NH:34][CH3:35])=[CH:36][CH:37]=[CH:38][C:39]=4[F:40])[C:26]([Cl:41])=[CH:25][N:24]=3)=[CH:19][C:14]=2[O:13][CH2:12][CH2:11][CH2:10]1)=[O:8], predict the reactants needed to synthesize it. The reactants are: [CH3:1][N:2]([CH3:21])[CH2:3][CH2:4][CH2:5][O:6][C:7]([N:9]1[C:15]2[CH:16]=[CH:17][C:18]([NH2:20])=[CH:19][C:14]=2[O:13][CH2:12][CH2:11][CH2:10]1)=[O:8].Cl[C:23]1[N:28]=[C:27]([NH:29][C:30]2[C:39]([F:40])=[CH:38][CH:37]=[CH:36][C:31]=2[C:32]([NH:34][CH3:35])=[O:33])[C:26]([Cl:41])=[CH:25][N:24]=1. (6) Given the product [NH2:14][C:7]1[CH:8]=[C:9]([CH:12]=[CH:13][C:6]=1[NH:5][CH2:4][CH:1]1[CH2:3][CH2:2]1)[C:10]#[N:11], predict the reactants needed to synthesize it. The reactants are: [CH:1]1([CH2:4][NH:5][C:6]2[CH:13]=[CH:12][C:9]([C:10]#[N:11])=[CH:8][C:7]=2[N+:14]([O-])=O)[CH2:3][CH2:2]1. (7) Given the product [CH:12]([C:5]1[CH:6]=[C:7]([CH:10]=[CH:11][C:4]=1[N+:1]([O-:3])=[O:2])[CH2:8][Br:9])([CH3:14])[CH3:13], predict the reactants needed to synthesize it. The reactants are: [N+:1]([C:4]1[CH:11]=[CH:10][C:7]([CH2:8][Br:9])=[CH:6][CH:5]=1)([O-:3])=[O:2].[CH:12]([Mg]Cl)([CH3:14])[CH3:13].C(C1C(=O)C(Cl)=C(Cl)C(=O)C=1C#N)#N. (8) Given the product [Cl:1][C:2]1[CH:7]=[C:6]([CH3:8])[N:5]=[C:4]2[N:9]([CH3:13])[CH:10]=[C:11]([C:21]3[CH:22]=[CH:23][CH:24]=[C:19]([N:14]4[CH2:15][CH2:16][CH2:17][CH2:18]4)[CH:20]=3)[C:3]=12, predict the reactants needed to synthesize it. The reactants are: [Cl:1][C:2]1[CH:7]=[C:6]([CH3:8])[N:5]=[C:4]2[N:9]([CH3:13])[CH:10]=[C:11](I)[C:3]=12.[N:14]1([C:19]2[CH:20]=[C:21](B(O)O)[CH:22]=[CH:23][CH:24]=2)[CH2:18][CH2:17][CH2:16][CH2:15]1.C(=O)([O-])[O-].[Na+].[Na+]. (9) Given the product [CH2:7]([C:8]1[O:9][N:12]=[C:11]([NH2:16])[N:10]=1)[C:1]1[CH:6]=[CH:5][CH:4]=[CH:3][CH:2]=1, predict the reactants needed to synthesize it. The reactants are: [C:1]1([CH2:7][C:8]([NH:10][C:11]#[N:12])=[O:9])[CH:6]=[CH:5][CH:4]=[CH:3][CH:2]=1.Cl.NO.[N:16]1C=CC=CC=1.